The task is: Regression. Given a peptide amino acid sequence and an MHC pseudo amino acid sequence, predict their binding affinity value. This is MHC class II binding data.. This data is from Peptide-MHC class II binding affinity with 134,281 pairs from IEDB. (1) The peptide sequence is QVAQYKALPVVLENA. The MHC is HLA-DQA10102-DQB10602 with pseudo-sequence HLA-DQA10102-DQB10602. The binding affinity (normalized) is 0.318. (2) The MHC is HLA-DPA10201-DPB10101 with pseudo-sequence HLA-DPA10201-DPB10101. The peptide sequence is MENRWQVMIVWQVDR. The binding affinity (normalized) is 0.358. (3) The peptide sequence is WNRQLYPAWTEAQRLD. The MHC is DRB1_0401 with pseudo-sequence DRB1_0401. The binding affinity (normalized) is 0.485. (4) The peptide sequence is YVDRFYKTLRAEQASQEV. The binding affinity (normalized) is 0.461. The MHC is HLA-DQA10301-DQB10302 with pseudo-sequence HLA-DQA10301-DQB10302. (5) The binding affinity (normalized) is 0.611. The peptide sequence is KKLVGGVVLLGAMLVGQ. The MHC is DRB1_1301 with pseudo-sequence DRB1_1301. (6) The peptide sequence is TEAVQKIATESIVIWGKTPKFRL. The MHC is DRB1_0101 with pseudo-sequence DRB1_0101. The binding affinity (normalized) is 0.615. (7) The peptide sequence is EEQEQWKTANEAVQD. The binding affinity (normalized) is 0.435. The MHC is HLA-DQA10201-DQB10301 with pseudo-sequence HLA-DQA10201-DQB10301. (8) The peptide sequence is ASRELERFAVNPGLL. The MHC is HLA-DQA10104-DQB10503 with pseudo-sequence HLA-DQA10104-DQB10503. The binding affinity (normalized) is 0.614.